Dataset: Catalyst prediction with 721,799 reactions and 888 catalyst types from USPTO. Task: Predict which catalyst facilitates the given reaction. (1) Reactant: [Si]([O:18][C:19]1[CH:24]=[CH:23][C:22]([CH:25]([NH:27][C:28]2[N:33]=[C:32]([C:34]3[N:38]4[CH:39]=[CH:40][CH:41]=[C:42]([CH:43]([F:45])[F:44])[C:37]4=[N:36][CH:35]=3)[C:31]([C:46]#[N:47])=[CH:30][N:29]=2)[CH3:26])=[CH:21][CH:20]=1)(C(C)(C)C)(C1C=CC=CC=1)C1C=CC=CC=1.[F-].C([N+](CCCC)(CCCC)CCCC)CCC. Product: [F:45][CH:43]([F:44])[C:42]1[C:37]2[N:38]([C:34]([C:32]3[C:31]([C:46]#[N:47])=[CH:30][N:29]=[C:28]([NH:27][CH:25]([C:22]4[CH:21]=[CH:20][C:19]([OH:18])=[CH:24][CH:23]=4)[CH3:26])[N:33]=3)=[CH:35][N:36]=2)[CH:39]=[CH:40][CH:41]=1. The catalyst class is: 54. (2) The catalyst class is: 117. Reactant: Cl[C:2]1[N:7]=[C:6]2[N:8]([CH:11]3[CH2:16][CH2:15][CH2:14][CH2:13][O:12]3)[N:9]=[CH:10][C:5]2=[CH:4][N:3]=1.[CH3:17][O:18][C:19]1[CH:20]=[C:21](B(O)O)[CH:22]=[C:23]([O:25][CH3:26])[CH:24]=1.ClCCl.P([O-])([O-])([O-])=O.[K+].[K+].[K+]. Product: [CH3:17][O:18][C:19]1[CH:20]=[C:21]([C:2]2[N:7]=[C:6]3[N:8]([CH:11]4[CH2:16][CH2:15][CH2:14][CH2:13][O:12]4)[N:9]=[CH:10][C:5]3=[CH:4][N:3]=2)[CH:22]=[C:23]([O:25][CH3:26])[CH:24]=1. (3) Product: [Cl:7][C:8]1[CH:13]=[CH:12][C:11]([CH2:14][CH2:15][NH:16][CH2:2][Si:3]([CH3:6])([CH3:5])[CH3:4])=[CH:10][CH:9]=1. The catalyst class is: 10. Reactant: Cl[CH2:2][Si:3]([CH3:6])([CH3:5])[CH3:4].[Cl:7][C:8]1[CH:13]=[CH:12][C:11]([CH2:14][CH2:15][NH2:16])=[CH:10][CH:9]=1.C([O-])([O-])=O.[K+].[K+]. (4) Product: [F:1][C:2]1[N:10]=[C:9]2[C:5]([N:6]=[CH:7][N:8]2[CH3:20])=[C:4]([NH:11][C:12]2[C:13]([O:18][CH3:19])=[N:14][N:15]([CH3:17])[CH:16]=2)[N:3]=1. Reactant: [F:1][C:2]1[N:10]=[C:9]2[C:5]([N:6]=[CH:7][NH:8]2)=[C:4]([NH:11][C:12]2[C:13]([O:18][CH3:19])=[N:14][N:15]([CH3:17])[CH:16]=2)[N:3]=1.[C:20](=O)([O-])[O-].[K+].[K+].S(OC)(OC)(=O)=O. The catalyst class is: 12. (5) Reactant: [OH:1][CH2:2][C@@H:3]1[C@@H:8]([NH:9][C:10](=[O:16])[O:11][C:12]([CH3:15])([CH3:14])[CH3:13])[CH2:7][CH2:6][CH2:5][O:4]1.[Cl:17][C:18]1[CH:19]=[C:20]([F:31])[C:21]([C:24]2[CH:29]=[CH:28][C:27](O)=[CH:26][CH:25]=2)=[N:22][CH:23]=1.C1CCN(C(N=NC(N2CCCCC2)=O)=O)CC1.P(CCCC)(CCCC)CCCC. Product: [C:12]([O:11][C:10]([NH:9][C@@H:8]1[C@@H:3]([CH2:2][O:1][C:27]2[CH:26]=[CH:25][C:24]([C:21]3[C:20]([F:31])=[CH:19][C:18]([Cl:17])=[CH:23][N:22]=3)=[CH:29][CH:28]=2)[O:4][CH2:5][CH2:6][CH2:7]1)=[O:16])([CH3:13])([CH3:15])[CH3:14]. The catalyst class is: 11. (6) Reactant: ClCCl.[C:4]([Si:8]([CH3:11])([CH3:10])Cl)([CH3:7])([CH3:6])[CH3:5].[N:12]([C@@H:15]1[CH2:20][C@H:19]([OH:21])[C@@H:18]([CH2:22][OH:23])[O:17][CH2:16]1)=[N+:13]=[N-:14].C(N(CC)CC)C. Product: [N:12]([C@@H:15]1[CH2:20][C@H:19]([OH:21])[C@@H:18]([CH2:22][O:23][Si:8]([C:4]([CH3:7])([CH3:6])[CH3:5])([CH3:11])[CH3:10])[O:17][CH2:16]1)=[N+:13]=[N-:14]. The catalyst class is: 22. (7) Product: [CH3:12][C@H:13]1[CH2:17][CH2:16][CH2:15][N:14]1[C:19]1[CH:24]=[CH:23][C:22]([N+:25]([O-:27])=[O:26])=[C:21]([C:28]([F:29])([F:31])[F:30])[CH:20]=1. The catalyst class is: 10. Reactant: S(C1C=CC(C)=CC=1)(O)(=O)=O.[CH3:12][C@H:13]1[CH2:17][CH2:16][CH2:15][NH:14]1.F[C:19]1[CH:24]=[CH:23][C:22]([N+:25]([O-:27])=[O:26])=[C:21]([C:28]([F:31])([F:30])[F:29])[CH:20]=1.C(N(CC)CC)C.